From a dataset of Experimentally validated miRNA-target interactions with 360,000+ pairs, plus equal number of negative samples. Binary Classification. Given a miRNA mature sequence and a target amino acid sequence, predict their likelihood of interaction. (1) The miRNA is hsa-miR-588 with sequence UUGGCCACAAUGGGUUAGAAC. The protein sequence of the target gene is MSDFDEFERQLNENKQERDKENRHRKRSHSRSRSRDRKRRSRSRDRRNRDQRSASRDRRRRSKPLTRGAKEEHGGLIRSPRHEKKKKVRKYWDVPPPGFEHITPMQYKAMQAAGQIPATALLPTMTPDGLAVTPTPVPVVGSQMTRQARRLYVGNIPFGITEEAMMDFFNAQMRLGGLTQAPGNPVLAVQINQDKNFAFLEFRSVDETTQAMAFDGIIFQGQSLKIRRPHDYQPLPGMSENPSVYVPGVVSTVVPDSAHKLFIGGLPNYLNDDQVKELLTSFGPLKAFNLVKDSATGLSK.... Result: 1 (interaction). (2) The miRNA is mmu-miR-297b-3p with sequence UAUACAUACACACAUACCCAUA. The protein sequence of the target gene is MGRYSGKTCRLLFMLVLTAAFFVAELVSGYLGNSIALLSDSFNMLSDLISLCVGLGSGYIARRGPRGSSATYGYVRAEVVGALSNAVFLTALCFTIFVEAVLRLARPERIDDPELVLIVGALGLAVNVVGLLIFQDCGACFSRCTRGRRTRPSQQPSQGDPRGALGCPQEAATATAPGSGTAVTLRGSSAGRKQQEGATVFSNVAGDSLNTENEPEETTKKEKKSEALNIRGVLLHVMGDALGSVVVVITAIIFYVQPLRREDPCNWQCYIDPSLTVVMVIIILSSAFPLIKETAVILLQ.... Result: 0 (no interaction).